The task is: Predict the reaction yield, written as a fraction of the theoretical maximum amount of product (1.0 means a 100% yield; for example, 0.34 means a 34% yield).. This data is from Reaction yield outcomes from USPTO patents with 853,638 reactions. (1) The reactants are [Br:1][C:2]1[CH:3]=[C:4]([SH:9])[CH:5]=[CH:6][C:7]=1[F:8].[OH-].[Na+].I[CH3:13]. The catalyst is CO. The product is [Br:1][C:2]1[CH:3]=[C:4]([S:9][CH3:13])[CH:5]=[CH:6][C:7]=1[F:8]. The yield is 1.00. (2) The reactants are [OH:1][C:2]1[CH:7]=[C:6]([CH3:8])[C:5]([C:9]2[CH:14]=[CH:13][CH:12]=[C:11]([CH:15]=[O:16])[CH:10]=2)=[C:4]([CH3:17])[CH:3]=1.[CH3:18][O:19][CH2:20]Cl.C(=O)([O-])[O-].[K+].[K+].[I-].[K+]. The catalyst is CN(C)C=O.C(OCC)(=O)C. The product is [CH3:18][O:19][CH2:20][O:1][C:2]1[CH:7]=[C:6]([CH3:8])[C:5]([C:9]2[CH:14]=[CH:13][CH:12]=[C:11]([CH:15]=[O:16])[CH:10]=2)=[C:4]([CH3:17])[CH:3]=1. The yield is 0.320. (3) The reactants are [CH2:1]([C:6]([CH:11]([CH3:13])[CH3:12])([CH2:9][OH:10])[CH2:7][OH:8])[CH2:2][CH:3]([CH3:5])[CH3:4].[C:14]([OH:18])(=O)[CH:15]=[CH2:16].[C:19]1([CH3:25])C=CC=C[CH:20]=1.S(=O)(=O)(O)[OH:27]. The catalyst is O. The product is [C:25]([O:8][CH2:7][C:6]([CH2:1][CH2:2][CH:3]([CH3:5])[CH3:4])([CH:11]([CH3:13])[CH3:12])[CH2:9][O:10][C:14](=[O:18])[CH:15]=[CH2:16])(=[O:27])[CH:19]=[CH2:20]. The yield is 0.650. (4) The reactants are Cl[CH2:2][CH:3]([OH:7])[CH2:4][CH:5]=[CH2:6].[CH2:8]([NH2:11])[CH:9]=[CH2:10]. No catalyst specified. The product is [CH2:8]([NH:11][CH2:2][CH:3]([OH:7])[CH2:4][CH:5]=[CH2:6])[CH:9]=[CH2:10]. The yield is 0.584. (5) The reactants are C(=O)([O-])[O-].[Cs+].[Cs+].[CH2:7]1[C:11]2([CH2:16][CH2:15][NH:14][CH2:13][CH2:12]2)[CH2:10][CH2:9][N:8]1[C:17]([O:19][C:20]([CH3:23])([CH3:22])[CH3:21])=[O:18].Cl[C:25]1[CH:32]=[CH:31][C:28]([C:29]#[N:30])=[CH:27][CH:26]=1.C1C=CC(P(C2C(C3C(P(C4C=CC=CC=4)C4C=CC=CC=4)=CC=C4C=3C=CC=C4)=C3C(C=CC=C3)=CC=2)C2C=CC=CC=2)=CC=1. The catalyst is C1(C)C=CC=CC=1.CC([O-])=O.CC([O-])=O.[Pd+2]. The product is [C:29]([C:28]1[CH:31]=[CH:32][C:25]([N:14]2[CH2:13][CH2:12][C:11]3([CH2:7][N:8]([C:17]([O:19][C:20]([CH3:23])([CH3:22])[CH3:21])=[O:18])[CH2:9][CH2:10]3)[CH2:16][CH2:15]2)=[CH:26][CH:27]=1)#[N:30]. The yield is 0.490. (6) The reactants are [C:1]([O:4][CH2:5][C:6]([CH2:17][O:18][Si](C(C)(C)C)(C)C)([C:12]([O:14][CH2:15][CH3:16])=[O:13])[C:7]([O:9][CH2:10][CH3:11])=[O:8])(=[O:3])[CH3:2].C([O-])(=O)C.C([NH+](CC)CC)C. The catalyst is C1COCC1. The product is [C:1]([O:4][CH2:5][C:6]([CH2:17][OH:18])([C:12]([O:14][CH2:15][CH3:16])=[O:13])[C:7]([O:9][CH2:10][CH3:11])=[O:8])(=[O:3])[CH3:2]. The yield is 0.740. (7) The reactants are [BH4-].[Na+].[O:3]=[C:4]1[CH2:18][C@@H:7]2[CH2:8][N:9]([C:11]([O:13][C:14]([CH3:17])([CH3:16])[CH3:15])=[O:12])[CH2:10][C@@H:6]2[CH2:5]1. The catalyst is CO. The product is [OH:3][CH:4]1[CH2:18][C@@H:7]2[CH2:8][N:9]([C:11]([O:13][C:14]([CH3:16])([CH3:15])[CH3:17])=[O:12])[CH2:10][C@@H:6]2[CH2:5]1. The yield is 0.980.